This data is from Full USPTO retrosynthesis dataset with 1.9M reactions from patents (1976-2016). The task is: Predict the reactants needed to synthesize the given product. (1) Given the product [O:14]1[CH2:15][CH2:16][O:17][CH:13]1[C:11]1[CH:12]=[C:7]([CH:32]([C:23]2[C:22]([N+:19]([O-:21])=[O:20])=[C:31]3[C:26]([CH:27]=[CH:28][CH:29]=[N:30]3)=[CH:25][CH:24]=2)[OH:33])[CH:8]=[CH:9][C:10]=1[F:18], predict the reactants needed to synthesize it. The reactants are: [Mg].BrCCBr.Br[C:7]1[CH:8]=[CH:9][C:10]([F:18])=[C:11]([CH:13]2[O:17][CH2:16][CH2:15][O:14]2)[CH:12]=1.[N+:19]([C:22]1[C:23]([CH:32]=[O:33])=[CH:24][CH:25]=[C:26]2[C:31]=1[N:30]=[CH:29][CH:28]=[CH:27]2)([O-:21])=[O:20]. (2) Given the product [Cl:12][C:7]1[CH:6]=[C:5]([CH2:4][C:3]([NH:14][NH2:15])=[O:2])[CH:10]=[CH:9][C:8]=1[Cl:11], predict the reactants needed to synthesize it. The reactants are: C[O:2][C:3](=O)[CH2:4][C:5]1[CH:10]=[CH:9][C:8]([Cl:11])=[C:7]([Cl:12])[CH:6]=1.[NH2:14][NH2:15]. (3) Given the product [CH3:6][C:4]([NH:7][C:8]([C:10]1[CH:19]=[CH:18][C:17]2[CH2:16][CH2:15][CH2:14][CH2:13][C:12]=2[C:11]=1[O:20][CH2:37][CH2:38][C:34]1[CH:35]=[CH:39][CH:31]=[CH:32][CH:33]=1)=[O:9])([CH3:5])[C:3]([OH:2])=[O:21], predict the reactants needed to synthesize it. The reactants are: C[O:2][C:3](=[O:21])[C:4]([NH:7][C:8]([C:10]1[CH:19]=[CH:18][C:17]2[CH2:16][CH2:15][CH2:14][CH2:13][C:12]=2[C:11]=1[OH:20])=[O:9])([CH3:6])[CH3:5].COC(=O)C(NC([C:31]1[CH:32]=[CH:33][C:34]2[CH:38]=[CH:37]S[C:35]=2[C:39]=1O)=O)(C)C.